Predict the product of the given reaction. From a dataset of Forward reaction prediction with 1.9M reactions from USPTO patents (1976-2016). Given the reactants [CH2:1]([Mg]Br)[CH2:2][CH3:3].[NH2:6][C:7]1[CH:12]=[CH:11][C:10](Br)=[CH:9][N:8]=1.O.C([O-])(O)=O.[Na+], predict the reaction product. The product is: [NH2:6][C:7]1[CH:12]=[CH:11][C:10]([CH2:1][CH2:2][CH3:3])=[CH:9][N:8]=1.